This data is from Forward reaction prediction with 1.9M reactions from USPTO patents (1976-2016). The task is: Predict the product of the given reaction. Given the reactants [CH3:1][S:2]([NH:5][C:6]1[O:7][CH:8]=[C:9]([C:11]([OH:13])=O)[N:10]=1)(=[O:4])=[O:3].CN(C(ON1N=NC2C=CC=NC1=2)=[N+](C)C)C.F[P-](F)(F)(F)(F)F.C(N(CC)C(C)C)(C)C.Cl.Cl.[NH2:49][C@@H:50]([CH2:64][C:65]1[CH:70]=[CH:69][CH:68]=[C:67]([O:71][CH2:72][CH2:73][CH2:74][CH3:75])[CH:66]=1)[C@H:51]([OH:63])[CH2:52][NH:53][CH2:54][C:55]1[CH:60]=[CH:59][CH:58]=[C:57]([CH2:61][CH3:62])[CH:56]=1, predict the reaction product. The product is: [CH2:72]([O:71][C:67]1[CH:66]=[C:65]([CH:70]=[CH:69][CH:68]=1)[CH2:64][C@H:50]([NH:49][C:11]([C:9]1[N:10]=[C:6]([NH:5][S:2]([CH3:1])(=[O:3])=[O:4])[O:7][CH:8]=1)=[O:13])[C@H:51]([OH:63])[CH2:52][NH:53][CH2:54][C:55]1[CH:60]=[CH:59][CH:58]=[C:57]([CH2:61][CH3:62])[CH:56]=1)[CH2:73][CH2:74][CH3:75].